The task is: Predict which catalyst facilitates the given reaction.. This data is from Catalyst prediction with 721,799 reactions and 888 catalyst types from USPTO. (1) Reactant: [F:1][C:2]1[CH:3]=[C:4]([CH:6]=[C:7]([F:9])[CH:8]=1)[NH2:5].C(=O)([O-])O.[Na+].Cl[C:16]([O:18][CH2:19][C:20]1[CH:25]=[CH:24][CH:23]=[CH:22][CH:21]=1)=[O:17]. Product: [F:1][C:2]1[CH:3]=[C:4]([CH:6]=[C:7]([F:9])[CH:8]=1)[NH:5][C:16]([O:18][CH2:19][C:20]1[CH:25]=[CH:24][CH:23]=[CH:22][CH:21]=1)=[O:17]. The catalyst class is: 95. (2) Reactant: [N:1]([C:4]1[CH:9]=[CH:8][N:7]=[CH:6][C:5]=1/[CH:10]=[N:11]/[C:12]1[C:19]([Cl:20])=[CH:18][C:15]([C:16]#[N:17])=[CH:14][C:13]=1[Cl:21])=[N+]=[N-]. Product: [Cl:21][C:13]1[CH:14]=[C:15]([CH:18]=[C:19]([Cl:20])[C:12]=1[N:11]1[CH:10]=[C:5]2[CH:6]=[N:7][CH:8]=[CH:9][C:4]2=[N:1]1)[C:16]#[N:17]. The catalyst class is: 11. (3) Reactant: [CH3:1][Si:2]([CH3:42])([CH3:41])[CH2:3][CH2:4][O:5][CH2:6][N:7]([CH2:33][O:34][CH2:35][CH2:36][Si:37]([CH3:40])([CH3:39])[CH3:38])[C:8]1[N:13]2[N:14]=[CH:15][CH:16]=[C:12]2[N:11]=[C:10]([CH:17]2[CH2:22][CH2:21][N:20]([C:23]([O:25][CH2:26][C:27]3[CH:32]=[CH:31][CH:30]=[CH:29][CH:28]=3)=[O:24])[CH2:19][CH2:18]2)[CH:9]=1.C1C(=O)N([I:50])C(=O)C1. Product: [CH3:1][Si:2]([CH3:42])([CH3:41])[CH2:3][CH2:4][O:5][CH2:6][N:7]([CH2:33][O:34][CH2:35][CH2:36][Si:37]([CH3:40])([CH3:39])[CH3:38])[C:8]1[N:13]2[N:14]=[CH:15][C:16]([I:50])=[C:12]2[N:11]=[C:10]([CH:17]2[CH2:22][CH2:21][N:20]([C:23]([O:25][CH2:26][C:27]3[CH:28]=[CH:29][CH:30]=[CH:31][CH:32]=3)=[O:24])[CH2:19][CH2:18]2)[CH:9]=1. The catalyst class is: 10. (4) Reactant: [Cl:1][C:2]1[CH:28]=[CH:27][C:5]([C:6]([C:8]2[CH:9]=[CH:10][C:11]3[NH:17][C:16](=O)[CH2:15][N:14]=[C:13]([C:19]4[CH:24]=[CH:23][CH:22]=[C:21]([Cl:25])[CH:20]=4)[C:12]=3[CH:26]=2)=[O:7])=[CH:4][CH:3]=1.P12(SP3(SP(SP(S3)(S1)=S)(=S)S2)=S)=[S:30].C(Cl)Cl. Product: [Cl:1][C:2]1[CH:28]=[CH:27][C:5]([C:6]([C:8]2[CH:9]=[CH:10][C:11]3[NH:17][C:16](=[S:30])[CH2:15][N:14]=[C:13]([C:19]4[CH:24]=[CH:23][CH:22]=[C:21]([Cl:25])[CH:20]=4)[C:12]=3[CH:26]=2)=[O:7])=[CH:4][CH:3]=1. The catalyst class is: 1. (5) Reactant: Cl[C:2]1[CH:7]=[CH:6][C:5]([N+:8]([O-:10])=[O:9])=[CH:4][C:3]=1[O:11][CH3:12].[NH:13]1[CH2:17][CH:16]=[CH:15][CH2:14]1.N#N. Product: [CH3:12][O:11][C:3]1[CH:4]=[C:5]([N+:8]([O-:10])=[O:9])[CH:6]=[CH:7][C:2]=1[N:13]1[CH2:17][CH:16]=[CH:15][CH2:14]1. The catalyst class is: 2. (6) The catalyst class is: 515. Reactant: [NH2:1][C:2]1[C:3]([C:22]([O:24][CH3:25])=[O:23])=[C:4]([CH:11]([C:17]([O:19][CH2:20][CH3:21])=[O:18])[C:12]([O:14][CH2:15][CH3:16])=[O:13])[CH:5]=[CH:6][C:7]=1[N+:8]([O-])=O. Product: [NH2:1][C:2]1[C:3]([C:22]([O:24][CH3:25])=[O:23])=[C:4]([CH:11]([C:12]([O:14][CH2:15][CH3:16])=[O:13])[C:17]([O:19][CH2:20][CH3:21])=[O:18])[CH:5]=[CH:6][C:7]=1[NH2:8]. (7) Reactant: [CH3:1][O:2][C:3]([C:5]1[S:14][C:8]2=[N:9][C:10]([CH3:13])=[CH:11][CH:12]=[C:7]2[C:6]=1[O:15][CH2:16][C:17]([O:19][C:20]([CH3:23])([CH3:22])[CH3:21])=[O:18])=[O:4].[Br:24]N1C(=O)CCC1=O.CC(N=NC(C#N)(C)C)(C#N)C. Product: [CH3:1][O:2][C:3]([C:5]1[S:14][C:8]2=[N:9][C:10]([CH2:13][Br:24])=[CH:11][CH:12]=[C:7]2[C:6]=1[O:15][CH2:16][C:17]([O:19][C:20]([CH3:23])([CH3:22])[CH3:21])=[O:18])=[O:4]. The catalyst class is: 53. (8) Reactant: [C:1]1([C:7]2[CH:11]=[CH:10][NH:9][N:8]=2)[CH:6]=[CH:5][CH:4]=[CH:3][CH:2]=1.C1C(=O)N([Br:19])C(=O)C1.O. Product: [Br:19][C:11]1[C:7]([C:1]2[CH:2]=[CH:3][CH:4]=[CH:5][CH:6]=2)=[N:8][NH:9][CH:10]=1. The catalyst class is: 3. (9) Reactant: [Br:1][C:2]1[S:3][C:4]([N:11]([CH2:18][CH3:19])[CH:12]2[CH2:17][CH2:16][O:15][CH2:14][CH2:13]2)=[C:5]([CH3:10])[C:6]=1[C:7]([OH:9])=O.Cl.[NH2:21][CH2:22][C:23]1[C:24](=[O:31])[NH:25][C:26]([CH3:30])=[CH:27][C:28]=1[CH3:29].C(Cl)CCl.C1C=NC2N(O)N=NC=2C=1.CN1CCOCC1. Product: [Br:1][C:2]1[S:3][C:4]([N:11]([CH2:18][CH3:19])[CH:12]2[CH2:17][CH2:16][O:15][CH2:14][CH2:13]2)=[C:5]([CH3:10])[C:6]=1[C:7]([NH:21][CH2:22][C:23]1[C:24](=[O:31])[NH:25][C:26]([CH3:30])=[CH:27][C:28]=1[CH3:29])=[O:9]. The catalyst class is: 3.